This data is from Reaction yield outcomes from USPTO patents with 853,638 reactions. The task is: Predict the reaction yield, written as a fraction of the theoretical maximum amount of product (1.0 means a 100% yield; for example, 0.34 means a 34% yield). (1) The catalyst is S(=O)(=O)(O)O.C(O)(=O)C. The reactants are [Cl:1][C:2]1[C:3]([N:8]2[C:12](O)([C:13]([O:15][CH2:16][CH3:17])=[O:14])[CH2:11][C:10]([C:19]([F:22])([F:21])[F:20])=[N:9]2)=[N:4][CH:5]=[CH:6][CH:7]=1. The yield is 0.770. The product is [Cl:1][C:2]1[C:3]([N:8]2[C:12]([C:13]([O:15][CH2:16][CH3:17])=[O:14])=[CH:11][C:10]([C:19]([F:22])([F:20])[F:21])=[N:9]2)=[N:4][CH:5]=[CH:6][CH:7]=1. (2) The reactants are [CH3:1][O:2][C:3]1[CH:8]=[CH:7][C:6]([C:9]2[N:10]=[C:11]([CH:27]3[CH2:32][CH2:31][NH:30][CH2:29][CH2:28]3)[N:12]([CH2:22][C:23]([O:25][CH3:26])=[O:24])[C:13]=2[C:14]2[CH:19]=[CH:18][C:17]([O:20][CH3:21])=[CH:16][CH:15]=2)=[CH:5][CH:4]=1.ClC(Cl)(O[C:37](=[O:43])OC(Cl)(Cl)Cl)Cl.C(N(CC)CC)C.Cl.[CH3:53][NH:54][OH:55]. The catalyst is ClCCl.O. The product is [CH3:1][O:2][C:3]1[CH:4]=[CH:5][C:6]([C:9]2[N:10]=[C:11]([CH:27]3[CH2:28][CH2:29][N:30]([C:37](=[O:43])[N:54]([OH:55])[CH3:53])[CH2:31][CH2:32]3)[N:12]([CH2:22][C:23]([O:25][CH3:26])=[O:24])[C:13]=2[C:14]2[CH:15]=[CH:16][C:17]([O:20][CH3:21])=[CH:18][CH:19]=2)=[CH:7][CH:8]=1. The yield is 0.840. (3) The catalyst is C1COCC1. The reactants are [CH3:1][C:2]1[CH:3]=[C:4]([CH:9]=[CH:10][C:11]=1[CH:12]1[S:18][CH2:17][CH2:16][NH:15][C:14]2[N:19]([CH3:28])[N:20]=[C:21]([C:22]3[CH:27]=[CH:26][CH:25]=[CH:24][N:23]=3)[C:13]1=2)[C:5](OC)=[O:6].[NH2:29][C:30]1[C:31]([CH3:36])=[N:32][CH:33]=[CH:34][CH:35]=1.C[Si]([N-][Si](C)(C)C)(C)C.[Li+]. The yield is 0.420. The product is [CH3:1][C:2]1[CH:3]=[C:4]([CH:9]=[CH:10][C:11]=1[CH:12]1[S:18][CH2:17][CH2:16][NH:15][C:14]2[N:19]([CH3:28])[N:20]=[C:21]([C:22]3[CH:27]=[CH:26][CH:25]=[CH:24][N:23]=3)[C:13]1=2)[C:5]([NH:29][C:30]1[C:31]([CH3:36])=[N:32][CH:33]=[CH:34][CH:35]=1)=[O:6]. (4) The yield is 0.750. The reactants are [C:1]([O:5][C:6]([N:8]1[CH2:12][CH2:11][CH2:10][CH:9]1[C:13]1[NH:17][C:16]2[CH:18]=[C:19]([C:22]#[CH:23])[CH:20]=[CH:21][C:15]=2[N:14]=1)=[O:7])([CH3:4])([CH3:3])[CH3:2].[I:24][C:25]1[CH:30]=[CH:29][C:28](I)=[CH:27][CH:26]=1.C(N(CC)CC)C. The product is [C:1]([O:5][C:6]([N:8]1[CH2:12][CH2:11][CH2:10][CH:9]1[C:13]1[NH:17][C:16]2[CH:18]=[C:19]([C:22]#[C:23][C:28]3[CH:29]=[CH:30][C:25]([I:24])=[CH:26][CH:27]=3)[CH:20]=[CH:21][C:15]=2[N:14]=1)=[O:7])([CH3:4])([CH3:3])[CH3:2]. The catalyst is CN(C=O)C.C(OCC)(=O)C.C1C=CC([P]([Pd]([P](C2C=CC=CC=2)(C2C=CC=CC=2)C2C=CC=CC=2)([P](C2C=CC=CC=2)(C2C=CC=CC=2)C2C=CC=CC=2)[P](C2C=CC=CC=2)(C2C=CC=CC=2)C2C=CC=CC=2)(C2C=CC=CC=2)C2C=CC=CC=2)=CC=1.[Cu]I. (5) The reactants are FC(F)(F)C(O)=O.[NH2:8][C:9]1[C:10]2[N:11]([C:31]([C:35]#[N:36])=[C:32]([Cl:34])[N:33]=2)[CH2:12][C@:13]([C:16]2[CH:17]=[C:18]([NH:23]C(=O)OC(C)(C)C)[CH:19]=[CH:20][C:21]=2[F:22])([CH3:15])[N:14]=1. The catalyst is C(Cl)Cl. The product is [NH2:8][C:9]1[C:10]2[N:11]([C:31]([C:35]#[N:36])=[C:32]([Cl:34])[N:33]=2)[CH2:12][C@:13]([C:16]2[CH:17]=[C:18]([NH2:23])[CH:19]=[CH:20][C:21]=2[F:22])([CH3:15])[N:14]=1. The yield is 0.490. (6) The reactants are [C:1]([O:5][C:6]([NH:8][C@@H:9]1[CH2:14][CH2:13][CH2:12][N:11]([C:15]([O:17][CH2:18][C:19]2[CH:24]=[CH:23][CH:22]=[CH:21][CH:20]=2)=[O:16])[CH2:10]1)=[O:7])([CH3:4])([CH3:3])[CH3:2].[H-].[Na+].I[CH3:28].O. The catalyst is CN(C=O)C. The product is [C:1]([O:5][C:6]([N:8]([CH3:28])[C@@H:9]1[CH2:14][CH2:13][CH2:12][N:11]([C:15]([O:17][CH2:18][C:19]2[CH:24]=[CH:23][CH:22]=[CH:21][CH:20]=2)=[O:16])[CH2:10]1)=[O:7])([CH3:4])([CH3:2])[CH3:3]. The yield is 0.790. (7) The reactants are Br[C:2]1[CH:3]=[C:4]2[C:14](=[CH:15][CH:16]=1)[O:13][C:7]1([CH2:12][CH2:11][CH2:10][O:9][CH2:8]1)[CH2:6][C:5]12[N:20]=[C:19]([NH2:21])[C:18]([CH3:22])=[N:17]1.[Cl:23][C:24]1[CH:25]=[C:26](B(O)O)[CH:27]=[CH:28][CH:29]=1.C([O-])([O-])=O.[K+].[K+]. The catalyst is C1C=CC(P(C2C=CC=CC=2)[C-]2C=CC=C2)=CC=1.C1C=CC(P(C2C=CC=CC=2)[C-]2C=CC=C2)=CC=1.Cl[Pd]Cl.[Fe+2].O1CCOCC1. The product is [Cl:23][C:24]1[CH:29]=[C:28]([C:2]2[CH:3]=[C:4]3[C:14](=[CH:15][CH:16]=2)[O:13][C:7]2([CH2:12][CH2:11][CH2:10][O:9][CH2:8]2)[CH2:6][C:5]23[N:20]=[C:19]([NH2:21])[C:18]([CH3:22])=[N:17]2)[CH:27]=[CH:26][CH:25]=1. The yield is 0.300.